Predict the product of the given reaction. From a dataset of Forward reaction prediction with 1.9M reactions from USPTO patents (1976-2016). (1) Given the reactants [Br:1][C:2]1[CH:24]=[CH:23][C:22]([F:25])=[CH:21][C:3]=1[O:4][CH:5]1[CH2:10][CH2:9][N:8]([C:11]2[N:15]=[C:14]([C:16]3[CH:20]=[CH:19][NH:18][N:17]=3)[O:13][N:12]=2)[CH2:7][CH2:6]1.[H-].[Na+].Br[CH2:29][C:30]([O:32][CH2:33][CH3:34])=[O:31], predict the reaction product. The product is: [Br:1][C:2]1[CH:24]=[CH:23][C:22]([F:25])=[CH:21][C:3]=1[O:4][CH:5]1[CH2:10][CH2:9][N:8]([C:11]2[N:15]=[C:14]([C:16]3[CH:20]=[CH:19][N:18]([CH2:29][C:30]([O:32][CH2:33][CH3:34])=[O:31])[N:17]=3)[O:13][N:12]=2)[CH2:7][CH2:6]1. (2) Given the reactants O.Br[C:3]1[CH:8]=[CH:7][CH:6]=[CH:5][C:4]=1[N:9]1[CH2:14][CH2:13][N:12]([CH3:15])[CH2:11][CH2:10]1.[CH:16]([C:18]1[CH:23]=[CH:22][C:21](B(O)O)=[CH:20][CH:19]=1)=[O:17].C(=O)([O-])[O-].[Na+].[Na+], predict the reaction product. The product is: [CH3:15][N:12]1[CH2:13][CH2:14][N:9]([C:4]2[CH:5]=[CH:6][CH:7]=[CH:8][C:3]=2[C:21]2[CH:22]=[CH:23][C:18]([CH:16]=[O:17])=[CH:19][CH:20]=2)[CH2:10][CH2:11]1. (3) Given the reactants N1CCC[C@H]1C1C=C(C=O)C=NC=1.[C:14]([O:18][C:19]([N:21]([CH3:37])[C@@H:22](C)[C:23](N[C@@H](C1CCCCC1)C(O)=O)=O)=[O:20])([CH3:17])([CH3:16])[CH3:15].O.[Cl-].COC1N=C(OC)N=C([N+]2(C)CCOCC2)N=1, predict the reaction product. The product is: [C:14]([O:18][C:19](=[O:20])[N:21]([CH2:22][CH3:23])[CH3:37])([CH3:17])([CH3:16])[CH3:15]. (4) Given the reactants F[C:2]1[CH:7]=[C:6]([C:8]2[C:9]([C:17]3[N:18]=[C:19]([CH3:22])[S:20][CH:21]=3)=[N:10][N:11]3[CH:16]=[CH:15][CH:14]=[CH:13][C:12]=23)[CH:5]=[CH:4][N:3]=1.C(=O)([O-])[O-].[K+].[K+].[CH:29]1([NH2:34])[CH2:33][CH2:32][CH2:31][CH2:30]1, predict the reaction product. The product is: [CH:29]1([NH:34][C:2]2[CH:7]=[C:6]([C:8]3[C:9]([C:17]4[N:18]=[C:19]([CH3:22])[S:20][CH:21]=4)=[N:10][N:11]4[CH:16]=[CH:15][CH:14]=[CH:13][C:12]=34)[CH:5]=[CH:4][N:3]=2)[CH2:33][CH2:32][CH2:31][CH2:30]1. (5) Given the reactants CS(O[CH2:6][CH2:7][CH2:8][O:9][C:10]1[CH:19]=[CH:18][C:17]2[C:12](=[CH:13][CH:14]=[CH:15][CH:16]=2)[CH:11]=1)(=O)=O.[F-:20].[Cs+].C(O)(C)(C)C.C(OCC)C, predict the reaction product. The product is: [F:20][CH2:6][CH2:7][CH2:8][O:9][C:10]1[CH:19]=[CH:18][C:17]2[C:12](=[CH:13][CH:14]=[CH:15][CH:16]=2)[CH:11]=1. (6) Given the reactants [CH3:1][S:2][C:3]1[CH:8]=[C:7]([C:9]2[CH:14]=[CH:13][CH:12]=[CH:11][CH:10]=2)O[C:5](=O)[C:4]=1[C:16]([O:18][CH3:19])=[O:17].[C:20]1([N:26]2[CH:34]=[C:33]3[C:28]([CH2:29][CH2:30][CH2:31]C3=O)=[N:27]2)[CH:25]=[CH:24][CH:23]=[CH:22][CH:21]=1.[OH-].[K+].Cl, predict the reaction product. The product is: [CH3:1][S:2][C:3]1[CH:8]=[C:7]([C:9]2[CH:14]=[CH:13][CH:12]=[CH:11][CH:10]=2)[C:31]2[CH2:30][CH2:29][C:28]3[C:33](=[CH:34][N:26]([C:20]4[CH:25]=[CH:24][CH:23]=[CH:22][CH:21]=4)[N:27]=3)[C:5]=2[C:4]=1[C:16]([O:18][CH3:19])=[O:17].